Dataset: Full USPTO retrosynthesis dataset with 1.9M reactions from patents (1976-2016). Task: Predict the reactants needed to synthesize the given product. (1) The reactants are: [Br:1][C:2]1[CH:3]=[CH:4][C:5]([NH2:8])=[N:6][CH:7]=1.ClC(Cl)C.[CH3:13][O:14][C:15]([C:17]1([CH2:23][CH:24]=O)[CH2:22][CH2:21][O:20][CH2:19][CH2:18]1)=[O:16].C(O)(=O)C.[BH-](OC(C)=O)(OC(C)=O)OC(C)=O.[Na+]. Given the product [CH3:13][O:14][C:15]([C:17]1([CH2:23][CH2:24][NH:8][C:5]2[CH:4]=[CH:3][C:2]([Br:1])=[CH:7][N:6]=2)[CH2:18][CH2:19][O:20][CH2:21][CH2:22]1)=[O:16], predict the reactants needed to synthesize it. (2) Given the product [O:19]=[C:13]1[CH:12]([N:5]2[C:4](=[O:20])[C:3]3[C:7](=[CH:8][CH:9]=[CH:10][C:2]=3[NH:1][C:26](=[O:27])[C:25]3[CH:29]=[CH:30][CH:31]=[C:23]([C:22]([F:21])([F:32])[F:33])[CH:24]=3)[C:6]2=[O:11])[CH2:17][CH2:16][C:15](=[O:18])[NH:14]1, predict the reactants needed to synthesize it. The reactants are: [NH2:1][C:2]1[CH:10]=[CH:9][CH:8]=[C:7]2[C:3]=1[C:4](=[O:20])[N:5]([CH:12]1[CH2:17][CH2:16][C:15](=[O:18])[NH:14][C:13]1=[O:19])[C:6]2=[O:11].[F:21][C:22]([F:33])([F:32])[C:23]1[CH:24]=[C:25]([CH:29]=[CH:30][CH:31]=1)[C:26](Cl)=[O:27].CO. (3) The reactants are: Cl[C:2]1[CH:7]=[CH:6][N:5]=[C:4]2[CH:8]=[C:9]([C:11]3[CH:20]=[CH:19][C:14]4[NH:15][C:16](=O)N[C:13]=4[CH:12]=3)[O:10][C:3]=12.[O:21]1[CH2:26][CH2:25][CH:24]([O:27][C:28]2[CH:35]=[CH:34][C:33](B3OC(C)(C)C(C)(C)O3)=[CH:32][C:29]=2[C:30]#[N:31])[CH2:23][CH2:22]1. Given the product [N:15]1([C:14]2[CH:19]=[CH:20][C:11]([C:9]3[O:10][C:3]4[C:4](=[N:5][CH:6]=[CH:7][C:2]=4[C:33]4[CH:34]=[CH:35][C:28]([O:27][CH:24]5[CH2:23][CH2:22][O:21][CH2:26][CH2:25]5)=[C:29]([CH:32]=4)[C:30]#[N:31])[CH:8]=3)=[CH:12][CH:13]=2)[CH2:8][CH2:9][O:10][CH2:3][CH2:16]1, predict the reactants needed to synthesize it. (4) Given the product [C:6]1([C:5]2[NH:17][CH2:16][C:15]3[C:14](=[CH:21][CH:20]=[CH:19][CH:18]=3)[N:13]=2)[CH:11]=[CH:10][CH:9]=[CH:8][CH:7]=1, predict the reactants needed to synthesize it. The reactants are: C(=O)(O)N.[C:5]([NH:13][C:14]1[CH:21]=[CH:20][CH:19]=[CH:18][C:15]=1[CH2:16][NH2:17])(=O)[C:6]1[CH:11]=[CH:10][CH:9]=[CH:8][CH:7]=1.CC1C=CC=CC=1C. (5) Given the product [CH:8]1[C:9]2[C:14](=[CH:13][CH:12]=[CH:11][CH:10]=2)[CH:15]=[CH:16][C:7]=1[C:5]1[N:6]=[C:2]([NH:1][C:26]([C:18]2[N:17]=[CH:22][CH:21]=[CH:20][C:19]=2[C:23]([OH:25])=[O:24])=[O:27])[S:3][CH:4]=1, predict the reactants needed to synthesize it. The reactants are: [NH2:1][C:2]1[S:3][CH:4]=[C:5]([C:7]2[CH:16]=[CH:15][C:14]3[C:9](=[CH:10][CH:11]=[CH:12][CH:13]=3)[CH:8]=2)[N:6]=1.[N:17]1[CH:22]=[CH:21][CH:20]=[C:19]2[C:23]([O:25][C:26](=[O:27])[C:18]=12)=[O:24]. (6) Given the product [CH2:1]([O:8][C:9]([N:11]1[CH2:16][CH2:15][CH:14]([NH:17][C:29](=[O:30])[CH2:28][CH2:27][CH2:26][CH2:25][Cl:24])[CH2:13][CH2:12]1)=[O:10])[C:2]1[CH:7]=[CH:6][CH:5]=[CH:4][CH:3]=1, predict the reactants needed to synthesize it. The reactants are: [CH2:1]([O:8][C:9]([N:11]1[CH2:16][CH2:15][CH:14]([NH2:17])[CH2:13][CH2:12]1)=[O:10])[C:2]1[CH:7]=[CH:6][CH:5]=[CH:4][CH:3]=1.N1C=CC=CC=1.[Cl:24][CH2:25][CH2:26][CH2:27][CH2:28][C:29](Cl)=[O:30]. (7) Given the product [O:19]=[C:21]1[N:8]([CH2:9][CH2:10][NH:11][C:12](=[O:18])[O:13][C:14]([CH3:15])([CH3:17])[CH3:16])[C:3]2[CH:4]=[CH:5][CH:6]=[CH:7][C:2]=2[NH:1]1, predict the reactants needed to synthesize it. The reactants are: [NH2:1][C:2]1[CH:7]=[CH:6][CH:5]=[CH:4][C:3]=1[NH:8][CH2:9][CH2:10][NH:11][C:12](=[O:18])[O:13][C:14]([CH3:17])([CH3:16])[CH3:15].[OH2:19].Cl[CH2:21]Cl.